Dataset: Forward reaction prediction with 1.9M reactions from USPTO patents (1976-2016). Task: Predict the product of the given reaction. (1) Given the reactants [H-].[Na+].[CH2:3]([O:10][C:11](=[O:23])[N:12]([CH2:16][C:17]1C=C[CH:20]=[CH:19][CH:18]=1)[CH2:13][CH:14]=[CH2:15])[C:4]1[CH:9]=[CH:8][CH:7]=[CH:6][CH:5]=1.BrCCCC=C, predict the reaction product. The product is: [CH2:3]([O:10][C:11](=[O:23])[N:12]([CH2:13][CH:14]=[CH2:15])[CH2:16][CH2:17][CH2:18][CH:19]=[CH2:20])[C:4]1[CH:9]=[CH:8][CH:7]=[CH:6][CH:5]=1. (2) Given the reactants [Cl:1]CCN1CCOCC1.[CH2:10]([O:17][C:18]1[CH:23]=[CH:22][N:21]([C:24]2[CH:25]=[C:26]3[C:30](=[CH:31][CH:32]=2)[N:29]([CH2:33][C@H:34]2[CH2:38][CH2:37][CH2:36][N:35]2C(OC(C)(C)C)=O)[N:28]=[CH:27]3)[C:20](=[O:46])[CH:19]=1)[C:11]1[CH:16]=[CH:15][CH:14]=[CH:13][CH:12]=1.FC(F)(F)C(O)=O.Cl, predict the reaction product. The product is: [ClH:1].[CH2:10]([O:17][C:18]1[CH:23]=[CH:22][N:21]([C:24]2[CH:25]=[C:26]3[C:30](=[CH:31][CH:32]=2)[N:29]([CH2:33][C@H:34]2[CH2:38][CH2:37][CH2:36][NH:35]2)[N:28]=[CH:27]3)[C:20](=[O:46])[CH:19]=1)[C:11]1[CH:16]=[CH:15][CH:14]=[CH:13][CH:12]=1. (3) Given the reactants [CH:1]1([C:8]2[N:13]3[CH:14]=[CH:15][N:16]=[C:12]3[N:11]=[C:10](O)[C:9]=2[C:18]2[C:23]([F:24])=[CH:22][C:21]([F:25])=[CH:20][C:19]=2[F:26])[CH2:7][CH2:6][CH2:5][CH2:4][CH2:3][CH2:2]1.P(Cl)(Cl)([Cl:29])=O, predict the reaction product. The product is: [Cl:29][C:10]1[C:9]([C:18]2[C:19]([F:26])=[CH:20][C:21]([F:25])=[CH:22][C:23]=2[F:24])=[C:8]([CH:1]2[CH2:2][CH2:3][CH2:4][CH2:5][CH2:6][CH2:7]2)[N:13]2[CH:14]=[CH:15][N:16]=[C:12]2[N:11]=1.